This data is from Reaction yield outcomes from USPTO patents with 853,638 reactions. The task is: Predict the reaction yield, written as a fraction of the theoretical maximum amount of product (1.0 means a 100% yield; for example, 0.34 means a 34% yield). (1) The reactants are [NH3:1].[Cl:2][C:3]1[C:8]([NH2:9])=[C:7](Cl)[N:6]=[CH:5][N:4]=1. The yield is 0.710. The catalyst is CO. The product is [Cl:2][C:3]1[N:4]=[CH:5][N:6]=[C:7]([NH2:1])[C:8]=1[NH2:9]. (2) The reactants are CS(C1C=CC(N2CCCC2)=C(C=1)C(O)=O)(=O)=O.Cl[C:20]1[CH:28]=[CH:27][C:26]([S:29](=[O:32])(=[O:31])[NH2:30])=[CH:25][C:21]=1[C:22]([OH:24])=[O:23].[NH:33]1[CH2:38][CH2:37][O:36][CH2:35][CH2:34]1. No catalyst specified. The product is [N:33]1([C:20]2[CH:28]=[CH:27][C:26]([S:29](=[O:32])(=[O:31])[NH2:30])=[CH:25][C:21]=2[C:22]([OH:24])=[O:23])[CH2:38][CH2:37][O:36][CH2:35][CH2:34]1. The yield is 0.850.